This data is from NCI-60 drug combinations with 297,098 pairs across 59 cell lines. The task is: Regression. Given two drug SMILES strings and cell line genomic features, predict the synergy score measuring deviation from expected non-interaction effect. (1) Drug 1: C1=CC=C(C(=C1)C(C2=CC=C(C=C2)Cl)C(Cl)Cl)Cl. Drug 2: C(CCl)NC(=O)N(CCCl)N=O. Cell line: DU-145. Synergy scores: CSS=4.12, Synergy_ZIP=-2.06, Synergy_Bliss=0.410, Synergy_Loewe=-1.90, Synergy_HSA=0.668. (2) Drug 1: C1=CN(C(=O)N=C1N)C2C(C(C(O2)CO)O)O.Cl. Drug 2: CC12CCC3C(C1CCC2O)C(CC4=C3C=CC(=C4)O)CCCCCCCCCS(=O)CCCC(C(F)(F)F)(F)F. Cell line: HCT116. Synergy scores: CSS=50.7, Synergy_ZIP=-2.42, Synergy_Bliss=-4.55, Synergy_Loewe=-15.0, Synergy_HSA=-2.14. (3) Drug 1: C1CN1C2=NC(=NC(=N2)N3CC3)N4CC4. Drug 2: CC1=CC2C(CCC3(C2CCC3(C(=O)C)OC(=O)C)C)C4(C1=CC(=O)CC4)C. Cell line: 786-0. Synergy scores: CSS=41.2, Synergy_ZIP=-1.70, Synergy_Bliss=-0.396, Synergy_Loewe=-14.3, Synergy_HSA=-0.852. (4) Drug 1: CNC(=O)C1=CC=CC=C1SC2=CC3=C(C=C2)C(=NN3)C=CC4=CC=CC=N4. Drug 2: C1CNP(=O)(OC1)N(CCCl)CCCl. Cell line: U251. Synergy scores: CSS=12.8, Synergy_ZIP=-3.79, Synergy_Bliss=1.25, Synergy_Loewe=-47.7, Synergy_HSA=-0.578. (5) Cell line: U251. Drug 2: COC1=C2C(=CC3=C1OC=C3)C=CC(=O)O2. Drug 1: C1CN1P(=S)(N2CC2)N3CC3. Synergy scores: CSS=5.85, Synergy_ZIP=-4.35, Synergy_Bliss=0.401, Synergy_Loewe=-11.5, Synergy_HSA=-0.945. (6) Drug 1: C1=NC2=C(N=C(N=C2N1C3C(C(C(O3)CO)O)O)F)N. Drug 2: CS(=O)(=O)CCNCC1=CC=C(O1)C2=CC3=C(C=C2)N=CN=C3NC4=CC(=C(C=C4)OCC5=CC(=CC=C5)F)Cl. Cell line: UO-31. Synergy scores: CSS=19.6, Synergy_ZIP=-7.47, Synergy_Bliss=-2.44, Synergy_Loewe=-4.78, Synergy_HSA=0.0356.